This data is from Full USPTO retrosynthesis dataset with 1.9M reactions from patents (1976-2016). The task is: Predict the reactants needed to synthesize the given product. (1) Given the product [CH2:22]([S:25][CH2:26][C:27]1[C:36]2[C:31](=[CH:32][CH:33]=[C:34]([C:37]3[CH:42]=[CH:41][S:14][CH:38]=3)[CH:35]=2)[NH:30][C:29]([CH3:46])([CH3:45])[CH:28]=1)[CH:23]=[CH2:24], predict the reactants needed to synthesize it. The reactants are: CC1(C)C=C(C)C2C(=CC=C(O[S:14](C(F)(F)F)(=O)=O)C=2)N1.[CH2:22]([S:25][CH2:26][C:27]1[C:36]2[C:31](=[CH:32][CH:33]=[C:34]([C:37]3[CH:42]=[CH:41]C(OC)=C[CH:38]=3)[CH:35]=2)[NH:30][C:29]([CH3:46])([CH3:45])[CH:28]=1)[CH:23]=[CH2:24].COC1C=CC(B(O)O)=CC=1.C(S)C=C. (2) The reactants are: [CH:1]([C:3]1[C:8]([CH2:9][O:10][CH3:11])=[CH:7][C:6]([O:12][CH:13]2[CH2:18][CH2:17][CH2:16][CH2:15][O:14]2)=[CH:5][C:4]=1OS(C(F)(F)F)(=O)=O)=[O:2].[B:27]1([B:27]2[O:31][C:30]([CH3:33])([CH3:32])[C:29]([CH3:35])([CH3:34])[O:28]2)[O:31][C:30]([CH3:33])([CH3:32])[C:29]([CH3:35])([CH3:34])[O:28]1.CC([O-])=O.[K+]. Given the product [CH3:11][O:10][CH2:9][C:8]1[CH:7]=[C:6]([O:12][CH:13]2[CH2:18][CH2:17][CH2:16][CH2:15][O:14]2)[CH:5]=[C:4]([B:27]2[O:31][C:30]([CH3:33])([CH3:32])[C:29]([CH3:35])([CH3:34])[O:28]2)[C:3]=1[CH:1]=[O:2], predict the reactants needed to synthesize it. (3) Given the product [CH2:19]([O:21][C:22]([C:24]1([C:27]2[CH:32]=[CH:31][C:30]([C:2]3[CH:7]=[CH:6][C:5]([C:8]4[O:12][N:11]=[C:10]([CH3:13])[C:9]=4[CH:14]([OH:18])[CH2:15][CH:16]=[CH2:17])=[CH:4][CH:3]=3)=[CH:29][CH:28]=2)[CH2:25][CH2:26]1)=[O:23])[CH3:20], predict the reactants needed to synthesize it. The reactants are: Br[C:2]1[CH:7]=[CH:6][C:5]([C:8]2[O:12][N:11]=[C:10]([CH3:13])[C:9]=2[CH:14]([OH:18])[CH2:15][CH:16]=[CH2:17])=[CH:4][CH:3]=1.[CH2:19]([O:21][C:22]([C:24]1([C:27]2[CH:32]=[CH:31][C:30](B3OC(C)(C)C(C)(C)O3)=[CH:29][CH:28]=2)[CH2:26][CH2:25]1)=[O:23])[CH3:20]. (4) Given the product [O:12]=[C:13]([CH3:21])[CH2:14][CH2:15][CH2:16][CH2:17][C:18]([O:20][CH3:2])=[O:19], predict the reactants needed to synthesize it. The reactants are: N12CCCN=C1CCCC[CH2:2]2.[O:12]=[C:13]([CH3:21])[CH2:14][CH2:15][CH2:16][CH2:17][C:18]([OH:20])=[O:19].IC. (5) Given the product [NH2:8][C:6]1[CH:7]=[C:2]([F:1])[CH:3]=[C:4]2[C:5]=1[CH:11]([CH2:16][C:17]([O:19][CH2:20][CH3:21])=[O:18])[C:12](=[O:13])[NH:22]2, predict the reactants needed to synthesize it. The reactants are: [F:1][C:2]1[CH:7]=[C:6]([N+:8]([O-])=O)[C:5]([CH:11]([CH2:16][C:17]([O:19][CH2:20][CH3:21])=[O:18])[C:12](OC)=[O:13])=[C:4]([N+:22]([O-])=O)[CH:3]=1. (6) Given the product [OH:16][CH2:15][C:13]1[CH:12]=[CH:11][C:10]2[CH2:17][O:18][B:4]([OH:5])[C:9]=2[CH:14]=1, predict the reactants needed to synthesize it. The reactants are: CC1(C)C(C)(C)[O:5][B:4]([C:9]2[CH:14]=[C:13]([CH2:15][OH:16])[CH:12]=[CH:11][C:10]=2[CH2:17][OH:18])O1. (7) Given the product [CH2:1]([O:3][C:4]([N:6]1[C:14]2[C:9](=[CH:10][C:11]([C:15]3[N:16]([CH3:24])[N:17]=[C:18]([C:20]([F:22])([F:23])[F:21])[CH:19]=3)=[CH:12][CH:13]=2)[CH2:8][C:7]1=[O:25])=[O:5])[CH3:2], predict the reactants needed to synthesize it. The reactants are: [CH2:1]([O:3][C:4]([N:6]1[C:14]2[C:9](=[CH:10][C:11]([C:15]3[N:16]([CH3:24])[N:17]=[C:18]([C:20]([F:23])([F:22])[F:21])[CH:19]=3)=[CH:12][CH:13]=2)[CH:8]=[C:7]1[O:25]C(OCC)=O)=[O:5])[CH3:2].O. (8) Given the product [I:12][C:11]1[N:5]2[C:6]([CH3:10])=[CH:7][CH:8]=[CH:9][C:4]2=[N:3][C:2]=1[CH3:1], predict the reactants needed to synthesize it. The reactants are: [CH3:1][C:2]1[N:3]=[C:4]2[CH:9]=[CH:8][CH:7]=[C:6]([CH3:10])[N:5]2[CH:11]=1.[I:12]N1C(=O)CCC1=O.C(#N)C. (9) Given the product [NH2:12][C:11]([C:8]1[C:9]2[S:10][C:2]([Br:1])=[CH:3][C:4]=2[C:5]([N:13]([CH3:27])[C@H:14]2[CH2:19][CH2:18][CH2:17][N:16]([C:20]([O:22][C:23]([CH3:24])([CH3:26])[CH3:25])=[O:21])[CH2:15]2)=[N:6][CH:7]=1)=[O:28], predict the reactants needed to synthesize it. The reactants are: [Br:1][C:2]1[S:10][C:9]2[C:8]([C:11]#[N:12])=[CH:7][N:6]=[C:5]([N:13]([CH3:27])[C@H:14]3[CH2:19][CH2:18][CH2:17][N:16]([C:20]([O:22][C:23]([CH3:26])([CH3:25])[CH3:24])=[O:21])[CH2:15]3)[C:4]=2[CH:3]=1.[OH-:28].[K+].